Dataset: Catalyst prediction with 721,799 reactions and 888 catalyst types from USPTO. Task: Predict which catalyst facilitates the given reaction. Reactant: Br[C:2]1[C:8]([C:9]([F:12])([F:11])[F:10])=[CH:7][C:5]([NH2:6])=[CH:4][C:3]=1[Cl:13].C(=O)([O-])[O-].[Na+].[Na+].CC1(C)C(C)(C)OB([C:28]2[CH:33]=[CH:32][C:31]([S:34]([N:37]3[CH2:42][CH2:41][N:40]([C:43]([O:45][C:46]([CH3:49])([CH3:48])[CH3:47])=[O:44])[CH2:39][CH2:38]3)(=[O:36])=[O:35])=[CH:30][CH:29]=2)O1.O. Product: [NH2:6][C:5]1[CH:7]=[C:8]([C:9]([F:12])([F:11])[F:10])[C:2]([C:28]2[CH:29]=[CH:30][C:31]([S:34]([N:37]3[CH2:38][CH2:39][N:40]([C:43]([O:45][C:46]([CH3:49])([CH3:48])[CH3:47])=[O:44])[CH2:41][CH2:42]3)(=[O:36])=[O:35])=[CH:32][CH:33]=2)=[C:3]([Cl:13])[CH:4]=1. The catalyst class is: 564.